From a dataset of Catalyst prediction with 721,799 reactions and 888 catalyst types from USPTO. Predict which catalyst facilitates the given reaction. Reactant: [CH3:1][N:2]([C:9]1[N:14]2[N:15]=[CH:16][C:17]([CH:18]=[CH:19][C:20]([O:22][CH2:23][CH3:24])=[O:21])=[C:13]2[N:12]=[CH:11][N:10]=1)[C:3]1[CH:8]=[CH:7][CH:6]=[CH:5][CH:4]=1. Product: [CH3:1][N:2]([C:9]1[N:14]2[N:15]=[CH:16][C:17]([CH2:18][CH2:19][C:20]([O:22][CH2:23][CH3:24])=[O:21])=[C:13]2[N:12]=[CH:11][N:10]=1)[C:3]1[CH:8]=[CH:7][CH:6]=[CH:5][CH:4]=1. The catalyst class is: 19.